From a dataset of Catalyst prediction with 721,799 reactions and 888 catalyst types from USPTO. Predict which catalyst facilitates the given reaction. (1) Reactant: [F:1][C:2]1[CH:7]=[CH:6][C:5]([CH:8]2[CH2:13][CH2:12][N:11]([C:14]([C:16]3[C:24]4[CH2:23][CH2:22][N:21](C(OC(C)(C)C)=O)[CH2:20][C:19]=4[NH:18][N:17]=3)=[O:15])[CH2:10][CH2:9]2)=[C:4]([C:32]([F:35])([F:34])[F:33])[CH:3]=1.[ClH:36]. Product: [ClH:36].[F:1][C:2]1[CH:7]=[CH:6][C:5]([CH:8]2[CH2:13][CH2:12][N:11]([C:14]([C:16]3[C:24]4[CH2:23][CH2:22][NH:21][CH2:20][C:19]=4[NH:18][N:17]=3)=[O:15])[CH2:10][CH2:9]2)=[C:4]([C:32]([F:35])([F:33])[F:34])[CH:3]=1. The catalyst class is: 61. (2) Reactant: [Si:1]([O:18][CH:19]1[C:29]2[C:24](=[N:25][CH:26]=[C:27]([Cl:30])[CH:28]=2)[CH:23]=[CH:22][C:21]2[CH:31]=[N:32][C:33]([CH:35](O)[CH3:36])=[CH:34][C:20]1=2)([C:14]([CH3:17])([CH3:16])[CH3:15])([C:8]1[CH:13]=[CH:12][CH:11]=[CH:10][CH:9]=1)[C:2]1[CH:7]=[CH:6][CH:5]=[CH:4][CH:3]=1.CCN(S(F)(F)[F:44])CC.C([O-])(O)=O.[Na+]. Product: [Si:1]([O:18][CH:19]1[C:29]2[C:24](=[N:25][CH:26]=[C:27]([Cl:30])[CH:28]=2)[CH:23]=[CH:22][C:21]2[CH:31]=[N:32][C:33]([CH:35]([F:44])[CH3:36])=[CH:34][C:20]1=2)([C:14]([CH3:17])([CH3:16])[CH3:15])([C:8]1[CH:13]=[CH:12][CH:11]=[CH:10][CH:9]=1)[C:2]1[CH:7]=[CH:6][CH:5]=[CH:4][CH:3]=1. The catalyst class is: 2. (3) Reactant: [CH2:1]([C:4]1[CH:9]=[CH:8][C:7](OB(O)O)=[CH:6][CH:5]=1)[CH2:2][CH3:3].Br[C:15]1[CH:20]=[C:19]([F:21])[CH:18]=[C:17]([Cl:22])[CH:16]=1.C(=O)([O-])[O-].[Na+].[Na+].C1(C)C=CC=CC=1.C(O)C.O. Product: [CH2:1]([C:4]1[CH:9]=[CH:8][C:7]([C:15]2[CH:20]=[C:19]([F:21])[CH:18]=[C:17]([Cl:22])[CH:16]=2)=[CH:6][CH:5]=1)[CH2:2][CH3:3]. The catalyst class is: 206. (4) Product: [CH3:1][O:2][C:3]1[CH:4]=[C:5]2[C:10](=[CH:11][C:12]=1[O:13][CH2:14][CH2:15][O:16][CH3:17])[N:9]=[CH:8][N:7]=[C:6]2[NH:18][C:19]1[C:20]([CH:21]=[C:22]([CH3:26])[C:23](=[O:25])[CH:24]=1)=[O:28]. The catalyst class is: 1. Reactant: [CH3:1][O:2][C:3]1[CH:4]=[C:5]2[C:10](=[CH:11][C:12]=1[O:13][CH2:14][CH2:15][O:16][CH3:17])[N:9]=[CH:8][N:7]=[C:6]2[NH:18][C:19]1[CH:20]=[CH:21][C:22]([CH3:26])=[C:23]([OH:25])[CH:24]=1.C(=O)([O-])[O-:28].[Na+].[Na+].[OH-].[Na+].[O]N(S(=O)([O-])=O)S(=O)([O-])=O.[K+].[K+]. (5) Reactant: C([O:8][C:9](=[O:33])[CH2:10][N:11]([C:26]([O:28][C:29]([CH3:32])([CH3:31])[CH3:30])=[O:27])[CH:12]1[CH2:17][CH2:16][CH:15]([NH:18][C:19]([O:21][C:22]([CH3:25])([CH3:24])[CH3:23])=[O:20])[CH2:14][CH2:13]1)C1C=CC=CC=1. Product: [C:29]([O:28][C:26]([N:11]([CH2:10][C:9]([OH:33])=[O:8])[CH:12]1[CH2:17][CH2:16][CH:15]([NH:18][C:19]([O:21][C:22]([CH3:24])([CH3:23])[CH3:25])=[O:20])[CH2:14][CH2:13]1)=[O:27])([CH3:32])([CH3:30])[CH3:31]. The catalyst class is: 293.